This data is from Catalyst prediction with 721,799 reactions and 888 catalyst types from USPTO. The task is: Predict which catalyst facilitates the given reaction. Reactant: Cl.[C:2](=[NH:5])([NH2:4])[CH3:3].C(=O)(O)[O-].[Na+].Br[CH2:12][C:13]([C:15]1[CH:23]=[C:22]2[C:18]([C:19]([CH3:27])([CH3:26])[C:20](=[O:25])[N:21]2[CH3:24])=[CH:17][CH:16]=1)=O. Product: [CH3:24][N:21]1[C:22]2[C:18](=[CH:17][CH:16]=[C:15]([C:13]3[NH:4][C:2]([CH3:3])=[N:5][CH:12]=3)[CH:23]=2)[C:19]([CH3:26])([CH3:27])[C:20]1=[O:25]. The catalyst class is: 1.